Dataset: Forward reaction prediction with 1.9M reactions from USPTO patents (1976-2016). Task: Predict the product of the given reaction. (1) Given the reactants [CH2:1]([N:3]([CH2:17][CH3:18])[C:4]1[CH:13]=[C:12]2[C:7]([CH:8]=[C:9]([CH:15]=O)[C:10](=[O:14])[O:11]2)=[CH:6][CH:5]=1)[CH3:2].[C:19]([CH2:22][CH2:23][CH2:24][CH2:25][CH2:26][N+:27]1[C:36]2[C:31](=[CH:32][C:33]([S:37]([O-:40])(=[O:39])=[O:38])=[CH:34][CH:35]=2)[C:30]([CH3:41])=[CH:29][CH:28]=1)([OH:21])=[O:20].[CH3:42][N+:43]([CH2:46][C:47]([OH:49])=[O:48])([CH3:45])[CH3:44], predict the reaction product. The product is: [C:19]([CH2:22][CH2:23][CH2:24][CH2:25][CH2:26][N+:27]1[C:36]2[C:31](=[CH:32][C:33]([S:37]([OH:40])(=[O:39])=[O:38])=[CH:34][CH:35]=2)[C:30](/[CH:41]=[CH:15]/[C:9]2[C:10](=[O:14])[O:11][C:12]3[C:7]([CH:8]=2)=[CH:6][CH:5]=[C:4]([N:3]([CH2:17][CH3:18])[CH2:1][CH3:2])[CH:13]=3)=[CH:29][CH:28]=1)([OH:21])=[O:20].[CH3:42][N+:43]([CH2:46][C:47]([OH:49])=[O:48])([CH3:45])[CH3:44]. (2) Given the reactants [C:1]([C:3]1[CH:8]=[CH:7][C:6]([C@H:9]([OH:14])/[CH:10]=[CH:11]/[CH2:12][OH:13])=[CH:5][CH:4]=1)#[CH:2].[OH:15][NH:16][C:17](=[O:35])[C@:18]([N:24]([C:26](=[O:34])[C:27]1[CH:32]=[CH:31][C:30](I)=[CH:29][CH:28]=1)[CH3:25])([CH3:23])[C:19]([NH:21][CH3:22])=[O:20].O1CCCC1.[Cl-].[NH4+], predict the reaction product. The product is: [OH:14][C@@H:9]([C:6]1[CH:7]=[CH:8][C:3]([C:1]#[C:2][C:30]2[CH:31]=[CH:32][C:27]([C:26]([N:24]([CH3:25])[C@@:18]([CH3:23])([C:19]([NH:21][CH3:22])=[O:20])[C:17]([NH:16][OH:15])=[O:35])=[O:34])=[CH:28][CH:29]=2)=[CH:4][CH:5]=1)/[CH:10]=[CH:11]/[CH2:12][OH:13]. (3) Given the reactants [F:1][C:2]1[CH:3]=[C:4]([N:9]2[C:14](=[O:15])[C:13]([O:16][CH2:17][C:18](=O)[CH3:19])=[C:12]([C:21]3[CH:26]=[CH:25][C:24]([S:27]([CH3:30])(=[O:29])=[O:28])=[CH:23][CH:22]=3)[CH:11]=[N:10]2)[CH:5]=[CH:6][C:7]=1[F:8].Cl.[CH3:32][O:33][NH2:34].O.O.O.C([O-])(=O)C.[Na+], predict the reaction product. The product is: [F:1][C:2]1[CH:3]=[C:4]([N:9]2[C:14](=[O:15])[C:13]([O:16][CH2:17][C:18](=[N:34][O:33][CH3:32])[CH3:19])=[C:12]([C:21]3[CH:22]=[CH:23][C:24]([S:27]([CH3:30])(=[O:28])=[O:29])=[CH:25][CH:26]=3)[CH:11]=[N:10]2)[CH:5]=[CH:6][C:7]=1[F:8].